Dataset: Full USPTO retrosynthesis dataset with 1.9M reactions from patents (1976-2016). Task: Predict the reactants needed to synthesize the given product. Given the product [CH:4]([C:3]1[CH:6]=[C:7]([C:12]([CH3:13])=[CH:11][C:10]([O:15][CH2:16][CH3:17])=[O:14])[CH:8]=[CH:9][CH:2]=1)=[O:5], predict the reactants needed to synthesize it. The reactants are: Br[C:2]1[CH:9]=[CH:8][CH:7]=[CH:6][C:3]=1[CH:4]=[O:5].[C:10]([O:15][CH2:16][CH3:17])(=[O:14])/[CH:11]=[CH:12]/[CH3:13].